This data is from Reaction yield outcomes from USPTO patents with 853,638 reactions. The task is: Predict the reaction yield, written as a fraction of the theoretical maximum amount of product (1.0 means a 100% yield; for example, 0.34 means a 34% yield). (1) The reactants are C([O:8][C:9]1[CH:14]=[C:13]([O:15][CH2:16][CH2:17][CH2:18][C:19]2[C:20]([O:34][CH2:35][CH3:36])=[N:21][N:22]([C:24]3[CH:29]=[CH:28][C:27]([C:30]([F:33])([F:32])[F:31])=[CH:26][N:25]=3)[CH:23]=2)[CH:12]=[CH:11][C:10]=1[CH2:37][CH2:38][C:39]([O:41][CH2:42][CH3:43])=[O:40])C1C=CC=CC=1.O1CCCC1. The catalyst is [C].[Pd].C(O)C. The product is [CH2:35]([O:34][C:20]1[C:19]([CH2:18][CH2:17][CH2:16][O:15][C:13]2[CH:12]=[CH:11][C:10]([CH2:37][CH2:38][C:39]([O:41][CH2:42][CH3:43])=[O:40])=[C:9]([OH:8])[CH:14]=2)=[CH:23][N:22]([C:24]2[CH:29]=[CH:28][C:27]([C:30]([F:31])([F:33])[F:32])=[CH:26][N:25]=2)[N:21]=1)[CH3:36]. The yield is 0.790. (2) The reactants are [CH3:1][N:2]1[C:6]([C:7]2[CH:8]=[C:9]([NH2:21])[CH:10]=[CH:11][C:12]=2[O:13][CH2:14][CH2:15][N:16]2[CH2:20][CH2:19][CH2:18][CH2:17]2)=[CH:5][CH:4]=[N:3]1.[F:22][C:23]1[CH:24]=[C:25]([CH:29]=[CH:30][C:31]=1[C:32]([F:35])([F:34])[F:33])[C:26](Cl)=[O:27].C(N(CC)CC)C. The catalyst is C(Cl)Cl. The product is [F:22][C:23]1[CH:24]=[C:25]([CH:29]=[CH:30][C:31]=1[C:32]([F:33])([F:34])[F:35])[C:26]([NH:21][C:9]1[CH:10]=[CH:11][C:12]([O:13][CH2:14][CH2:15][N:16]2[CH2:20][CH2:19][CH2:18][CH2:17]2)=[C:7]([C:6]2[N:2]([CH3:1])[N:3]=[CH:4][CH:5]=2)[CH:8]=1)=[O:27]. The yield is 0.880. (3) The reactants are [CH2:1]([O:3][C:4](=[O:42])[CH:5]([N:7]([O:35][C:36]1[CH:41]=[CH:40][CH:39]=[CH:38][CH:37]=1)[PH:8]([CH2:10][C:11]([CH3:34])=[CH:12][CH2:13][C:14]1[C:15]([O:27]CC[Si](C)(C)C)=[C:16]2[C:20](=[C:21]([CH3:25])[C:22]=1[CH2:23][CH3:24])[CH2:19][O:18][C:17]2=[O:26])=[O:9])[CH3:6])[CH3:2].N1C=CC=CC=1. The catalyst is C(O)(C(F)(F)F)=O.C(Cl)Cl. The product is [CH2:1]([O:3][C:4](=[O:42])[CH:5]([N:7]([O:35][C:36]1[CH:41]=[CH:40][CH:39]=[CH:38][CH:37]=1)[PH:8]([CH2:10][C:11]([CH3:34])=[CH:12][CH2:13][C:14]1[C:15]([OH:27])=[C:16]2[C:20](=[C:21]([CH3:25])[C:22]=1[CH2:23][CH3:24])[CH2:19][O:18][C:17]2=[O:26])=[O:9])[CH3:6])[CH3:2]. The yield is 0.870. (4) The catalyst is C(Cl)Cl.CO. The yield is 0.570. The reactants are [C:1]([O:5][C:6]([N:8]1[CH2:13][CH2:12][CH:11]([C:14]2[CH:15]=[C:16]3[C:25](=[CH:26][CH:27]=2)[O:24][CH2:23][C:22]2[N:17]3[CH:18]([CH3:29])[C:19](=[O:28])[NH:20][N:21]=2)[CH2:10][CH2:9]1)=[O:7])([CH3:4])([CH3:3])[CH3:2].[Br-:30].[Br-].[Br-].C([N+](CCCC)(CCCC)CCCC)CCC.C([N+](CCCC)(CCCC)CCCC)CCC.C([N+](CCCC)(CCCC)CCCC)CCC. The product is [C:1]([O:5][C:6]([N:8]1[CH2:13][CH2:12][CH:11]([C:14]2[CH:15]=[C:16]3[C:25](=[CH:26][C:27]=2[Br:30])[O:24][CH2:23][C:22]2[N:17]3[CH:18]([CH3:29])[C:19](=[O:28])[NH:20][N:21]=2)[CH2:10][CH2:9]1)=[O:7])([CH3:4])([CH3:2])[CH3:3]. (5) The reactants are [OH-].[Na+].C[O:4][C:5](=[O:41])[CH:6]([C:8]1[CH:13]=[CH:12][C:11]([C:14]2[CH:19]=[CH:18][C:17]([C:20]([CH2:38][CH3:39])([C:23]3[CH:28]=[CH:27][C:26]([CH2:29][CH2:30][CH:31]([OH:36])[C:32]([CH3:35])([CH3:34])[CH3:33])=[C:25]([CH3:37])[CH:24]=3)[CH2:21][CH3:22])=[CH:16][C:15]=2[CH3:40])=[CH:10][CH:9]=1)[OH:7].Cl. The catalyst is CO. The product is [CH2:21]([C:20]([C:17]1[CH:18]=[CH:19][C:14]([C:11]2[CH:10]=[CH:9][C:8]([CH:6]([OH:7])[C:5]([OH:41])=[O:4])=[CH:13][CH:12]=2)=[C:15]([CH3:40])[CH:16]=1)([C:23]1[CH:28]=[CH:27][C:26]([CH2:29][CH2:30][CH:31]([OH:36])[C:32]([CH3:34])([CH3:35])[CH3:33])=[C:25]([CH3:37])[CH:24]=1)[CH2:38][CH3:39])[CH3:22]. The yield is 1.00.